The task is: Regression/Classification. Given a drug SMILES string, predict its toxicity properties. Task type varies by dataset: regression for continuous values (e.g., LD50, hERG inhibition percentage) or binary classification for toxic/non-toxic outcomes (e.g., AMES mutagenicity, cardiotoxicity, hepatotoxicity). Dataset: herg_karim.. This data is from hERG potassium channel inhibition data for cardiac toxicity prediction from Karim et al.. (1) The molecule is Cc1c([C@@H](O)CN2CCC3(CC2)CC(=O)N(c2ccc(S(C)(=O)=O)nc2)C3)ccc2c1COC2=O. The result is 0 (non-blocker). (2) The result is 0 (non-blocker). The compound is CN1C[C@@H]2C[C@H]1CN2c1cnc(-c2ccc3[nH]ccc3c2)cn1. (3) The molecule is CC(C)(C)c1[nH]c2ccccc2c1CCNCc1ccc(/C=C/C(=O)NO)cc1. The result is 1 (blocker). (4) The compound is COCc1ccc(-n2cc(C3CC[NH+](CCN4CCNC4=O)CC3)c3cc(Cl)ccc32)cc1. The result is 0 (non-blocker). (5) The result is 0 (non-blocker). The molecule is Cc1c(F)c(N2CCN[C@H](C)C2)cc2c1c(=O)c(C(=O)O)cn2C1CC1. (6) The drug is CC(C)=CCn1c(N2CCCNCC2)c(C#N)c2c1c(=O)n(Cc1ncc3ccccc3c1C#N)c(=O)n2C. The result is 1 (blocker). (7) The molecule is CC(C)c1cnn2c(NCc3ccccc3)cc(NCCCCCCN)nc12. The result is 0 (non-blocker). (8) The drug is Cc1nc2ccccc2n1C1CC2CCC(C1)N2CCC1(c2cccc(F)c2)CCN(C(=O)c2cc(S(=O)(=O)NC3CC3)c(F)cc2Cl)CC1. The result is 0 (non-blocker). (9) The molecule is Cc1ncc(-c2ccnc(Nc3ccc(N4CCN(C(=O)[C@H](C)O)CC4)cc3)n2)n1C(C)C. The result is 0 (non-blocker).